From a dataset of Peptide-MHC class II binding affinity with 134,281 pairs from IEDB. Regression. Given a peptide amino acid sequence and an MHC pseudo amino acid sequence, predict their binding affinity value. This is MHC class II binding data. (1) The peptide sequence is SVLLTLVALAG. The MHC is HLA-DPA10103-DPB10401 with pseudo-sequence HLA-DPA10103-DPB10401. The binding affinity (normalized) is 0.394. (2) The peptide sequence is ITMLTNGQCQNITVV. The MHC is DRB5_0101 with pseudo-sequence DRB5_0101. The binding affinity (normalized) is 0.0567. (3) The MHC is DRB1_1302 with pseudo-sequence DRB1_1302. The peptide sequence is KILEPGPGPGFRKYT. The binding affinity (normalized) is 0. (4) The peptide sequence is MLISSELKCFGNTAI. The MHC is DRB1_0101 with pseudo-sequence DRB1_0101. The binding affinity (normalized) is 0.735. (5) The peptide sequence is LGASPYKLGPSPKAR. The MHC is HLA-DPA10103-DPB10201 with pseudo-sequence HLA-DPA10103-DPB10201. The binding affinity (normalized) is 0.0608. (6) The peptide sequence is KMIGGIGGFIKVRQYDQIAI. The MHC is DRB3_0101 with pseudo-sequence DRB3_0101. The binding affinity (normalized) is 0.148. (7) The peptide sequence is KYFAATQFEPLAARL. The MHC is HLA-DQA10102-DQB10602 with pseudo-sequence HLA-DQA10102-DQB10602. The binding affinity (normalized) is 0.311. (8) The peptide sequence is EEAEISGSSARYDVA. The MHC is DRB1_1101 with pseudo-sequence DRB1_1101. The binding affinity (normalized) is 0. (9) The peptide sequence is YDKFLANVSTVWTGK. The MHC is DRB3_0202 with pseudo-sequence DRB3_0202. The binding affinity (normalized) is 0.802. (10) The peptide sequence is KLTVVVGDIIGVLEQ. The MHC is DRB1_0701 with pseudo-sequence DRB1_0701. The binding affinity (normalized) is 0.607.